Dataset: Forward reaction prediction with 1.9M reactions from USPTO patents (1976-2016). Task: Predict the product of the given reaction. (1) The product is: [CH3:23][C:17]1[CH:18]=[CH:19][CH:20]=[C:21]2[C:16]=1[N:15]=[C:14]([C:24]1[CH:29]=[CH:28][CH:27]=[CH:26][C:25]=1[C:30]([F:33])([F:32])[F:31])[C:13]([CH2:12][N:4]1[C:5]3=[N:6][CH:7]=[N:8][C:9]([NH2:11])=[C:10]3[C:2]([C:37]3[CH:38]=[N:34][NH:35][CH:36]=3)=[N:3]1)=[CH:22]2. Given the reactants I[C:2]1[C:10]2[C:5](=[N:6][CH:7]=[N:8][C:9]=2[NH2:11])[N:4]([CH2:12][C:13]2[C:14]([C:24]3[CH:29]=[CH:28][CH:27]=[CH:26][C:25]=3[C:30]([F:33])([F:32])[F:31])=[N:15][C:16]3[C:21]([CH:22]=2)=[CH:20][CH:19]=[CH:18][C:17]=3[CH3:23])[N:3]=1.[NH:34]1[CH:38]=[C:37](B2OC(C)(C)C(C)(C)O2)[CH:36]=[N:35]1.C(=O)([O-])[O-].[Na+].[Na+], predict the reaction product. (2) Given the reactants [NH:1]1[CH2:6][CH2:5][CH2:4][C@H:3]([CH2:7][N:8]2[C:12]3[CH:13]=[CH:14][CH:15]=[CH:16][C:11]=3[N:10]=[C:9]2[CH2:17][N:18]([C@@H:22]2[C:31]3[N:30]=[CH:29][CH:28]=[CH:27][C:26]=3[CH2:25][CH2:24][CH2:23]2)[CH2:19][CH2:20][OH:21])[CH2:2]1.[CH3:32]N(CC1N(C[C@H]2CCCN(C)C2)C2C=CC=CC=2N=1)[C@@H]1C2N=CC=CC=2CCC1, predict the reaction product. The product is: [CH3:32][N:1]1[CH2:6][CH2:5][CH2:4][C@H:3]([CH2:7][N:8]2[C:12]3[CH:13]=[CH:14][CH:15]=[CH:16][C:11]=3[N:10]=[C:9]2[CH2:17][N:18]([C@@H:22]2[C:31]3[N:30]=[CH:29][CH:28]=[CH:27][C:26]=3[CH2:25][CH2:24][CH2:23]2)[CH2:19][CH2:20][OH:21])[CH2:2]1. (3) Given the reactants [CH2:1]1[S:5][C@H:4]([CH2:6][OH:7])[O:3][C@@H:2]1[N:8]1[C:13](=[O:14])[N:12]=[C:11]([NH2:15])[CH:10]=[CH:9]1.C([O-])(=O)C([O-])=O.C(O)C, predict the reaction product. The product is: [CH2:1]1[S:5][C@H:4]([CH2:6][OH:7])[O:3][C@@H:2]1[N:8]1[C:13](=[O:14])[N:12]=[C:11]([NH2:15])[CH:10]=[CH:9]1. (4) Given the reactants CCN(C(C)C)C(C)C.Cl.Cl.[NH2:12][C@H:13]1[CH:18]2[CH2:19][CH2:20][N:15]([CH2:16][CH2:17]2)[CH2:14]1.[I:21][C:22]1[CH:30]=[CH:29][C:25]([C:26](Cl)=[O:27])=[CH:24][CH:23]=1.[OH-].[Na+], predict the reaction product. The product is: [I:21][C:22]1[CH:30]=[CH:29][C:25]([C:26]([NH:12][C@H:13]2[CH:18]3[CH2:19][CH2:20][N:15]([CH2:16][CH2:17]3)[CH2:14]2)=[O:27])=[CH:24][CH:23]=1. (5) Given the reactants [Cl:1][C:2]1[N:3]=[C:4]2[CH:9]=[CH:8][CH:7]=[CH:6][N:5]2[CH:10]=1.Cl[C:12]1[N:20]=[C:19]([CH3:21])[N:18]=[C:17]2[C:13]=1[N:14]=[CH:15][N:16]2C1CCCCO1.C(=O)([O-])[O-].[K+].[K+].C1(P(C2C=CC=CC=2)C2C=CC=CC=2)C=CC=CC=1, predict the reaction product. The product is: [Cl:1][C:2]1[N:3]=[C:4]2[CH:9]=[CH:8][CH:7]=[CH:6][N:5]2[C:10]=1[C:12]1[N:20]=[C:19]([CH3:21])[N:18]=[C:17]2[C:13]=1[N:14]=[CH:15][NH:16]2. (6) Given the reactants C[O:2][C:3](=O)[CH:4]([C:17]1[S:21][C:20]([NH:22][C:23]([NH:25][C:26]2[CH:31]=[CH:30][CH:29]=[C:28]([C:32]([F:35])([F:34])[F:33])[CH:27]=2)=[O:24])=[N:19][CH:18]=1)[CH2:5][O:6][Si:7]([CH:14]([CH3:16])[CH3:15])([CH:11]([CH3:13])[CH3:12])[CH:8]([CH3:10])[CH3:9].[H-].[H-].[H-].[H-].[Li+].[Al+3], predict the reaction product. The product is: [OH:2][CH2:3][CH:4]([C:17]1[S:21][C:20]([NH:22][C:23]([NH:25][C:26]2[CH:31]=[CH:30][CH:29]=[C:28]([C:32]([F:33])([F:34])[F:35])[CH:27]=2)=[O:24])=[N:19][CH:18]=1)[CH2:5][O:6][Si:7]([CH:14]([CH3:15])[CH3:16])([CH:11]([CH3:12])[CH3:13])[CH:8]([CH3:10])[CH3:9]. (7) Given the reactants [OH:1][CH2:2][CH2:3][N:4]1[CH2:9][CH2:8][C@H:7]([NH:10][C:11](=[O:17])[O:12][C:13]([CH3:16])([CH3:15])[CH3:14])[C@H:6]([O:18][CH3:19])[CH2:5]1.C(N(CC)CC)C.[CH3:27][S:28](Cl)(=[O:30])=[O:29], predict the reaction product. The product is: [CH3:27][S:28]([O:1][CH2:2][CH2:3][N:4]1[CH2:9][CH2:8][C@H:7]([NH:10][C:11]([O:12][C:13]([CH3:14])([CH3:15])[CH3:16])=[O:17])[C@H:6]([O:18][CH3:19])[CH2:5]1)(=[O:30])=[O:29].